Dataset: Catalyst prediction with 721,799 reactions and 888 catalyst types from USPTO. Task: Predict which catalyst facilitates the given reaction. (1) Reactant: [C:1]1([C:13](Cl)=[O:14])[CH:6]=[C:5]([C:7](Cl)=[O:8])[CH:4]=[C:3](C(Cl)=O)[CH:2]=1.C1(N)C=CC=C(N)C=1.NC1C=CC=CC=1.C[CH:32]([OH:35])CN. Product: [C:13](=[C:1]1[CH2:2][CH:3]=[CH:4][C:5](=[C:7]=[O:8])[C:6]1=[C:32]=[O:35])=[O:14]. The catalyst class is: 179. (2) Reactant: CON(C)[C:4](=[O:18])[CH:5]([N:12]1[CH2:17][CH2:16][O:15][CH2:14][CH2:13]1)[C:6]1[CH:11]=[CH:10][CH:9]=[CH:8][CH:7]=1.Br[C:21]1[CH:26]=[CH:25][CH:24]=[CH:23][N:22]=1.C([Li])(C)(C)C. Product: [N:12]1([CH:5]([C:6]2[CH:7]=[CH:8][CH:9]=[CH:10][CH:11]=2)[C:4]([C:21]2[CH:26]=[CH:25][CH:24]=[CH:23][N:22]=2)=[O:18])[CH2:13][CH2:14][O:15][CH2:16][CH2:17]1. The catalyst class is: 1. (3) Reactant: C([O:8][C:9]1[C:10]([CH:33]([CH3:35])[CH3:34])=[CH:11][C:12]([C:29]([F:32])([F:31])[F:30])=[C:13]([NH:15][C:16]([C:18]2[C:27](=[O:28])[C:26]3[C:21](=[CH:22][CH:23]=[CH:24][CH:25]=3)[NH:20][CH:19]=2)=[O:17])[CH:14]=1)C1C=CC=CC=1. Product: [OH:8][C:9]1[C:10]([CH:33]([CH3:35])[CH3:34])=[CH:11][C:12]([C:29]([F:32])([F:30])[F:31])=[C:13]([NH:15][C:16]([C:18]2[C:27](=[O:28])[C:26]3[C:21](=[CH:22][CH:23]=[CH:24][CH:25]=3)[NH:20][CH:19]=2)=[O:17])[CH:14]=1. The catalyst class is: 45. (4) Reactant: C(OCC)(=O)C.C1(NC2CCCCC2)CCCCC1.[CH2:20]([O:27][CH2:28][CH2:29][CH2:30][CH2:31][C@@H:32]([NH:39][C:40]([O:42]C(C)(C)C)=O)[CH2:33][O:34][CH2:35]C(O)=O)[C:21]1[CH:26]=[CH:25][CH:24]=[CH:23][CH:22]=1.S(=O)(=O)(O)O. Product: [CH2:20]([O:27][CH2:28][CH2:29][CH2:30][CH2:31][C@H:32]1[NH:39][C:40](=[O:42])[CH2:35][O:34][CH2:33]1)[C:21]1[CH:26]=[CH:25][CH:24]=[CH:23][CH:22]=1. The catalyst class is: 21.